This data is from Full USPTO retrosynthesis dataset with 1.9M reactions from patents (1976-2016). The task is: Predict the reactants needed to synthesize the given product. Given the product [C:8]([C:6]1[CH:5]=[CH:4][C:3]2[O:12][C:14]3[C:21]([C:22]([F:23])([F:24])[F:25])=[CH:20][CH:19]=[CH:18][C:15]=3[CH:16]=[N:1][C:2]=2[CH:7]=1)([CH3:9])([CH3:11])[CH3:10], predict the reactants needed to synthesize it. The reactants are: [NH2:1][C:2]1[CH:7]=[C:6]([C:8]([CH3:11])([CH3:10])[CH3:9])[CH:5]=[CH:4][C:3]=1[OH:12].F[C:14]1[C:21]([C:22]([F:25])([F:24])[F:23])=[CH:20][CH:19]=[CH:18][C:15]=1[CH:16]=O.C([O-])([O-])=O.[K+].[K+].O.